This data is from Reaction yield outcomes from USPTO patents with 853,638 reactions. The task is: Predict the reaction yield, written as a fraction of the theoretical maximum amount of product (1.0 means a 100% yield; for example, 0.34 means a 34% yield). (1) The reactants are [F:1][C:2]1[CH:40]=[CH:39][C:5]([C:6](/[N:8]=[C:9]2\[NH:10][C:11]3[CH:27]=[CH:26][C:25]([CH2:28][N:29]4[CH2:34][CH2:33][CH:32]([C:35]([OH:38])([CH3:37])[CH3:36])[CH2:31][CH2:30]4)=[CH:24][C:12]=3[N:13]\2[C@@H:14]2[CH2:19][CH2:18][C@H:17]([C:20]([O:22]C)=[O:21])[CH2:16][CH2:15]2)=[O:7])=[CH:4][CH:3]=1.[OH-].[Na+]. The yield is 0.990. The catalyst is CO. The product is [F:1][C:2]1[CH:40]=[CH:39][C:5]([C:6](/[N:8]=[C:9]2\[NH:10][C:11]3[CH:27]=[CH:26][C:25]([CH2:28][N:29]4[CH2:30][CH2:31][CH:32]([C:35]([OH:38])([CH3:36])[CH3:37])[CH2:33][CH2:34]4)=[CH:24][C:12]=3[N:13]\2[C@@H:14]2[CH2:19][CH2:18][C@H:17]([C:20]([OH:22])=[O:21])[CH2:16][CH2:15]2)=[O:7])=[CH:4][CH:3]=1. (2) The reactants are [CH3:1][CH:2]([CH3:9])[CH2:3][CH2:4][S:5]([NH2:8])(=[O:7])=[O:6].ClC(Cl)(O[C:14](=[O:20])[O:15][C:16](Cl)(Cl)Cl)Cl.[Cl:22][C:23]1[CH:40]=[C:39]([Cl:41])[CH:38]=[CH:37][C:24]=1[CH2:25][N:26]1[C:30](CO)=[CH:29][C:28]([O:33][CH:34]([CH3:36])[CH3:35])=[N:27]1.C(N(CC)C(C)C)(C)C. The catalyst is CN(C)C1C=CN=CC=1.O1CCCC1.C1(C)C=CC=CC=1.N1C=CC=CC=1. The product is [CH3:1][CH:2]([CH3:9])[CH2:3][CH2:4][S:5]([NH:8][C:14](=[O:20])[O:15][CH2:16][C:30]1[N:26]([CH2:25][C:24]2[CH:37]=[CH:38][C:39]([Cl:41])=[CH:40][C:23]=2[Cl:22])[N:27]=[C:28]([O:33][CH:34]([CH3:36])[CH3:35])[CH:29]=1)(=[O:7])=[O:6]. The yield is 0.340. (3) The reactants are C([O-])(=O)C.[K+].Br[C:7]1[CH:12]=[CH:11][C:10]([OH:13])=[CH:9][C:8]=1[CH3:14].[CH3:15][C:16]1([CH3:32])[C:20]([CH3:22])([CH3:21])[O:19][B:18]([B:18]2[O:19][C:20]([CH3:22])([CH3:21])[C:16]([CH3:32])([CH3:15])[O:17]2)[O:17]1. The catalyst is CN(C)C=O. The product is [CH3:14][C:8]1[CH:9]=[C:10]([OH:13])[CH:11]=[CH:12][C:7]=1[B:18]1[O:19][C:20]([CH3:22])([CH3:21])[C:16]([CH3:32])([CH3:15])[O:17]1. The yield is 0.700. (4) The reactants are [N+](=[CH:3][C:4](=[O:13])[CH2:5][C:6]1[CH:11]=[CH:10][C:9]([I:12])=[CH:8][CH:7]=1)=[N-].[BrH:14].C(=O)(O)[O-].[Na+]. The catalyst is C(O)(=O)C. The product is [Br:14][CH2:3][C:4](=[O:13])[CH2:5][C:6]1[CH:11]=[CH:10][C:9]([I:12])=[CH:8][CH:7]=1. The yield is 0.944.